This data is from Forward reaction prediction with 1.9M reactions from USPTO patents (1976-2016). The task is: Predict the product of the given reaction. (1) Given the reactants [C:1]([O:5][C:6]([N:8]1[CH:15]2[CH:11]([C:12]([C:16]#[C:17][C:18]3[CH:23]=[CH:22][CH:21]=[C:20]([CH3:24])N=3)=[N:13][O:14]2)[CH2:10][CH2:9]1)=[O:7])([CH3:4])([CH3:3])[CH3:2].IC1C=CC=CC=1, predict the reaction product. The product is: [C:1]([O:5][C:6]([N:8]1[CH:15]2[CH:11]([C:12]([C:16]#[C:17][C:18]3[CH:23]=[CH:22][CH:21]=[CH:20][CH:24]=3)=[N:13][O:14]2)[CH2:10][CH2:9]1)=[O:7])([CH3:2])([CH3:3])[CH3:4]. (2) Given the reactants [Cl:1][C:2]1[CH:3]=[C:4]([C:8]2[O:12][N:11]=[C:10]([C@H:13]([OH:15])[CH3:14])[CH:9]=2)[CH:5]=[CH:6][CH:7]=1.CS([C:20]1[N:21]([CH3:31])[C:22]([C:25]2[CH:30]=[CH:29][N:28]=[CH:27][CH:26]=2)=[N:23][N:24]=1)(=O)=O.C(=O)([O-])[O-].[Cs+].[Cs+].CS(C)=O, predict the reaction product. The product is: [Cl:1][C:2]1[CH:3]=[C:4]([C:8]2[O:12][N:11]=[C:10]([C@H:13]([O:15][C:20]3[N:21]([CH3:31])[C:22]([C:25]4[CH:30]=[CH:29][N:28]=[CH:27][CH:26]=4)=[N:23][N:24]=3)[CH3:14])[CH:9]=2)[CH:5]=[CH:6][CH:7]=1. (3) Given the reactants C1(S(O[CH2:11][CH2:12][C:13]2[C:22]3[C:17](=[CH:18][CH:19]=[C:20]([O:23][CH3:24])[CH:21]=3)[CH:16]=[CH:15][CH:14]=2)(=O)=O)C=CC=CC=1.[C:25]1(=[O:35])[NH:29][C:28](=[O:30])[C:27]2=[CH:31][CH:32]=[CH:33][CH:34]=[C:26]12.[K].C(#N)C, predict the reaction product. The product is: [CH3:24][O:23][C:20]1[CH:21]=[C:22]2[C:17]([CH:16]=[CH:15][CH:14]=[C:13]2[CH2:12][CH2:11][N:29]2[C:28](=[O:30])[C:27]3=[CH:31][CH:32]=[CH:33][CH:34]=[C:26]3[C:25]2=[O:35])=[CH:18][CH:19]=1. (4) Given the reactants Br[C:2]1[CH:7]=[CH:6][C:5]([CH2:8][CH2:9][C:10]2([NH:18][C:19](=[O:21])[CH3:20])[CH2:15][O:14][C:13]([CH3:17])([CH3:16])[O:12][CH2:11]2)=[CH:4][CH:3]=1.[CH:22]([C:24]1[S:28][C:27](B(O)O)=[CH:26][CH:25]=1)=[O:23].C(=O)([O-])O.[Na+].C(P(C(C)(C)C)C1C=CC=CC=1C1C=CC=CC=1)(C)(C)C, predict the reaction product. The product is: [CH:22]([C:24]1[S:28][C:27]([C:2]2[CH:7]=[CH:6][C:5]([CH2:8][CH2:9][C:10]3([NH:18][C:19](=[O:21])[CH3:20])[CH2:15][O:14][C:13]([CH3:17])([CH3:16])[O:12][CH2:11]3)=[CH:4][CH:3]=2)=[CH:26][CH:25]=1)=[O:23]. (5) Given the reactants [C:1]([CH:3]([NH:13][C:14]([CH:16]1[CH2:18][CH2:17]1)=O)[CH2:4][O:5][CH2:6][C:7]1[CH:12]=[CH:11][CH:10]=[CH:9][CH:8]=1)#[N:2].C1(P(C2C=CC=CC=2)C2C=CC=CC=2)C=CC=CC=1.C(Cl)(Cl)(Cl)[Cl:39], predict the reaction product. The product is: [Cl:39][C:1]1[N:2]=[C:14]([CH:16]2[CH2:18][CH2:17]2)[NH:13][C:3]=1[CH2:4][O:5][CH2:6][C:7]1[CH:12]=[CH:11][CH:10]=[CH:9][CH:8]=1. (6) Given the reactants [CH3:1][O:2][CH2:3][C:4]1[N:8]([C:9]2[CH:14]=[CH:13][CH:12]=[C:11]([C:15]([F:18])([F:17])[F:16])[CH:10]=2)[N:7]=[C:6]([CH3:19])[C:5]=1[C:20]([OH:22])=O.[N:23]1([CH:28]2[CH2:33][CH2:32][NH:31][CH2:30][CH2:29]2)[CH2:27][CH2:26][CH2:25][CH2:24]1, predict the reaction product. The product is: [CH3:1][O:2][CH2:3][C:4]1[N:8]([C:9]2[CH:14]=[CH:13][CH:12]=[C:11]([C:15]([F:18])([F:16])[F:17])[CH:10]=2)[N:7]=[C:6]([CH3:19])[C:5]=1[C:20]([N:31]1[CH2:32][CH2:33][CH:28]([N:23]2[CH2:27][CH2:26][CH2:25][CH2:24]2)[CH2:29][CH2:30]1)=[O:22]. (7) Given the reactants [Cl:1][C:2]1[CH:3]=[C:4]2[C@:10]3([CH2:14][CH2:13][NH:12][CH2:11]3)[CH2:9][N:8]([C:15]([NH:17][C:18]3[S:19][C:20]([Cl:23])=[CH:21][N:22]=3)=[O:16])[C:5]2=[CH:6][CH:7]=1.ClC1C=C2C3(CCNC3)C[N:31]([C:38](NC3SC(Cl)=CN=3)=[O:39])[C:28]2=CC=1, predict the reaction product. The product is: [Cl:1][C:2]1[CH:3]=[C:4]2[C@@:10]3([CH2:14][CH2:13][N:12]([C:38]([NH:31][CH3:28])=[O:39])[CH2:11]3)[CH2:9][N:8]([C:15]([NH:17][C:18]3[S:19][C:20]([Cl:23])=[CH:21][N:22]=3)=[O:16])[C:5]2=[CH:6][CH:7]=1.